Dataset: Peptide-MHC class I binding affinity with 185,985 pairs from IEDB/IMGT. Task: Regression. Given a peptide amino acid sequence and an MHC pseudo amino acid sequence, predict their binding affinity value. This is MHC class I binding data. (1) The peptide sequence is WLQKIPLQW. The MHC is HLA-A69:01 with pseudo-sequence HLA-A69:01. The binding affinity (normalized) is 0.0847. (2) The peptide sequence is ACPDNLLRL. The MHC is HLA-A26:01 with pseudo-sequence HLA-A26:01. The binding affinity (normalized) is 0.0847. (3) The peptide sequence is LYEQVVMDY. The MHC is HLA-A30:02 with pseudo-sequence HLA-A30:02. The binding affinity (normalized) is 0.524. (4) The binding affinity (normalized) is 0.436. The peptide sequence is MSYSSVMI. The MHC is Mamu-A02 with pseudo-sequence Mamu-A02. (5) The peptide sequence is SVPEPAAGI. The MHC is HLA-B15:01 with pseudo-sequence HLA-B15:01. The binding affinity (normalized) is 0.0847. (6) The peptide sequence is AWNVWEVEDY. The MHC is HLA-A30:02 with pseudo-sequence HLA-A30:02. The binding affinity (normalized) is 0. (7) The binding affinity (normalized) is 0. The peptide sequence is EPVESCPLM. The MHC is HLA-B54:01 with pseudo-sequence HLA-B54:01. (8) The peptide sequence is HSGFIYFGK. The MHC is HLA-A26:01 with pseudo-sequence HLA-A26:01. The binding affinity (normalized) is 0.0847.